Dataset: Forward reaction prediction with 1.9M reactions from USPTO patents (1976-2016). Task: Predict the product of the given reaction. (1) Given the reactants [CH:1]1[C:6]([CH:7]=O)=[CH:5][C:4]2[O:9][CH2:10][O:11][C:3]=2[CH:2]=1.[N+:12]([CH3:15])([O-:14])=[O:13].[OH-].[Na+], predict the reaction product. The product is: [CH2:10]1[O:11][C:3]2[CH:2]=[CH:1][C:6]([CH:7]=[CH:15][N+:12]([O-:14])=[O:13])=[CH:5][C:4]=2[O:9]1. (2) Given the reactants C(OC([NH:8][CH2:9][CH2:10][CH2:11][N:12]([S:22]([C:25]1[CH:34]=[CH:33][CH:32]=[C:31]2[C:26]=1[C:27]([CH3:35])=[CH:28][N:29]=[CH:30]2)(=[O:24])=[O:23])[CH2:13][CH2:14][CH2:15][C:16]1[CH:21]=[CH:20][CH:19]=[CH:18][CH:17]=1)=O)(C)(C)C.[ClH:36].CO, predict the reaction product. The product is: [ClH:36].[CH3:35][C:27]1[C:26]2[C:31](=[CH:32][CH:33]=[CH:34][C:25]=2[S:22]([N:12]([CH2:13][CH2:14][CH2:15][C:16]2[CH:17]=[CH:18][CH:19]=[CH:20][CH:21]=2)[CH2:11][CH2:10][CH2:9][NH2:8])(=[O:23])=[O:24])[CH:30]=[N:29][CH:28]=1. (3) Given the reactants Cl.[CH2:2]1[C:6]2([CH2:11][CH2:10][CH2:9][NH:8][CH2:7]2)[CH2:5][CH2:4][N:3]1C(OC(C)(C)C)=O.[Br:19][C:20]1[CH:21]=[C:22]([Cl:27])[C:23]([Cl:26])=[N:24][CH:25]=1.C(=O)([O-])[O-].[K+].[K+], predict the reaction product. The product is: [ClH:26].[Br:19][C:20]1[CH:21]=[C:22]([Cl:27])[C:23]([N:8]2[CH2:9][CH2:10][CH2:11][C:6]3([CH2:2][NH:3][CH2:4][CH2:5]3)[CH2:7]2)=[N:24][CH:25]=1. (4) Given the reactants CC(C[AlH]CC(C)C)C.CO[C:12](=O)[CH2:13][O:14][C:15]1[CH:20]=[CH:19][C:18]([F:21])=[CH:17][C:16]=1[Br:22].[NH2:24][CH2:25][CH2:26][NH:27][S:28]([C:31]1[C:32]2[CH:33]=[CH:34][N:35]=[CH:36][C:37]=2[CH:38]=[CH:39][CH:40]=1)(=[O:30])=[O:29], predict the reaction product. The product is: [Br:22][C:16]1[CH:17]=[C:18]([F:21])[CH:19]=[CH:20][C:15]=1[O:14][CH2:13][CH2:12][NH:24][CH2:25][CH2:26][NH:27][S:28]([C:31]1[C:32]2[CH:33]=[CH:34][N:35]=[CH:36][C:37]=2[CH:38]=[CH:39][CH:40]=1)(=[O:30])=[O:29]. (5) Given the reactants [CH3:1][O:2][C:3]1[CH:4]=[C:5]2[C:10](=[CH:11][CH:12]=1)[C:9]([O:13][C:14]1[CH:19]=[CH:18][C:17]([O:20][CH2:21][CH2:22][N:23]3[CH2:28][CH2:27][CH2:26][CH2:25][CH2:24]3)=[CH:16][CH:15]=1)=[C:8](OS(C(F)(F)F)(=O)=O)[CH:7]=[CH:6]2.[CH3:37][S:38]([CH:41]1[CH2:46][CH2:45][C:44](B2OC(C)(C)C(C)(C)O2)=[CH:43][CH2:42]1)(=[O:40])=[O:39].C1(P(C2CCCCC2)C2CCCCC2)CCCCC1.[F-].[Cs+], predict the reaction product. The product is: [CH3:37][S:38]([CH:41]1[CH2:46][CH2:45][C:44]([C:8]2[CH:7]=[CH:6][C:5]3[C:10](=[CH:11][CH:12]=[C:3]([O:2][CH3:1])[CH:4]=3)[C:9]=2[O:13][C:14]2[CH:19]=[CH:18][C:17]([O:20][CH2:21][CH2:22][N:23]3[CH2:24][CH2:25][CH2:26][CH2:27][CH2:28]3)=[CH:16][CH:15]=2)=[CH:43][CH2:42]1)(=[O:39])=[O:40]. (6) Given the reactants Cl[C:2]1[N:7]=[C:6]([N:8]2[CH2:13][CH2:12][C:11]([F:15])([F:14])[CH2:10][CH2:9]2)[CH:5]=[C:4]([CH2:16][O:17][CH2:18][C:19]([F:22])([F:21])[F:20])[N:3]=1.[CH3:23][O:24][C:25]1[CH:26]=[C:27]([CH:29]=[CH:30][C:31]=1[C:32]1[CH:37]=[C:36]([CH3:38])[N:35]=[N:34][CH:33]=1)[NH2:28].C(=O)([O-])[O-].[Cs+].[Cs+].C1(P(C2CCCCC2)C2C=CC=CC=2C2C=CC=CC=2)CCCCC1, predict the reaction product. The product is: [F:14][C:11]1([F:15])[CH2:12][CH2:13][N:8]([C:6]2[CH:5]=[C:4]([CH2:16][O:17][CH2:18][C:19]([F:22])([F:21])[F:20])[N:3]=[C:2]([NH:28][C:27]3[CH:29]=[CH:30][C:31]([C:32]4[CH:37]=[C:36]([CH3:38])[N:35]=[N:34][CH:33]=4)=[C:25]([O:24][CH3:23])[CH:26]=3)[N:7]=2)[CH2:9][CH2:10]1. (7) The product is: [C:18]([CH2:17][CH2:16][N:8]1[CH2:7][CH2:6][C:5]2[C:10](=[CH:11][C:12]([O:13][CH3:14])=[C:3]([O:2][CH3:1])[CH:4]=2)[CH2:9]1)#[N:19]. Given the reactants [CH3:1][O:2][C:3]1[CH:4]=[C:5]2[C:10](=[CH:11][C:12]=1[O:13][CH3:14])[CH2:9][NH:8][CH2:7][CH2:6]2.Br[CH2:16][CH2:17][C:18]#[N:19].C(=O)([O-])[O-].[K+].[K+], predict the reaction product. (8) Given the reactants Br[C:2]1[C:9]([O:10][C:11]2[CH:16]=[CH:15][C:14]([N+:17]([O-:19])=[O:18])=[CH:13][CH:12]=2)=[C:8]([O:20][CH3:21])[CH:7]=[CH:6][C:3]=1[CH:4]=[O:5].C(=O)([O-])[O-].[Na+].[Na+].O, predict the reaction product. The product is: [CH3:21][O:20][C:8]1[C:9]2[O:10][C:11]3[CH:16]=[CH:15][C:14]([N+:17]([O-:19])=[O:18])=[CH:13][C:12]=3[C:2]=2[C:3]([CH:4]=[O:5])=[CH:6][CH:7]=1. (9) Given the reactants O([C:9]([O:11][C:12]([CH3:15])([CH3:14])[CH3:13])=[O:10])[C:9]([O:11][C:12]([CH3:15])([CH3:14])[CH3:13])=[O:10].[Br:16][C:17]1[CH:18]=[C:19]([CH2:23][NH:24][CH3:25])[CH:20]=[CH:21][CH:22]=1.CCN(CC)CC, predict the reaction product. The product is: [Br:16][C:17]1[CH:18]=[C:19]([CH:20]=[CH:21][CH:22]=1)[CH2:23][N:24]([CH3:25])[C:9](=[O:10])[O:11][C:12]([CH3:13])([CH3:14])[CH3:15]. (10) Given the reactants [CH:1]1([C:7]2[C:15]3[C:10](=[CH:11][C:12]([C:16]([O:18][CH3:19])=[O:17])=[CH:13][CH:14]=3)[N:9]([CH2:20][CH2:21][C:22]([O:24][CH3:25])=[O:23])[C:8]=2[C:26]2[CH:31]=[CH:30][CH:29]=[CH:28][C:27]=2[CH:32]=O)[CH2:6][CH2:5][CH2:4][CH2:3][CH2:2]1.[CH3:34][N:35]([CH3:39])[CH2:36][CH2:37][NH2:38].CC(O)=O.[BH3-]C#N.[Na+], predict the reaction product. The product is: [CH:1]1([C:7]2[C:15]3[C:10](=[CH:11][C:12]([C:16]([O:18][CH3:19])=[O:17])=[CH:13][CH:14]=3)[N:9]([CH2:20][CH2:21][C:22]([O:24][CH3:25])=[O:23])[C:8]=2[C:26]2[CH:31]=[CH:30][CH:29]=[CH:28][C:27]=2[CH2:32][NH:38][CH2:37][CH2:36][N:35]([CH3:39])[CH3:34])[CH2:6][CH2:5][CH2:4][CH2:3][CH2:2]1.